Dataset: CYP2C19 inhibition data for predicting drug metabolism from PubChem BioAssay. Task: Regression/Classification. Given a drug SMILES string, predict its absorption, distribution, metabolism, or excretion properties. Task type varies by dataset: regression for continuous measurements (e.g., permeability, clearance, half-life) or binary classification for categorical outcomes (e.g., BBB penetration, CYP inhibition). Dataset: cyp2c19_veith. (1) The drug is O=S(=O)(Nc1cccnc1Cl)c1ccc2c(c1)OCCO2. The result is 1 (inhibitor). (2) The compound is Cc1cnc(CNc2cc(-c3cccc(C#N)c3)ncn2)cn1. The result is 0 (non-inhibitor). (3) The drug is O=C(NCc1ccccc1)C(c1cccs1)N(Cc1cccs1)C(=O)c1cnccn1. The result is 1 (inhibitor). (4) The molecule is CC(C)(C)C(=O)OCOC(=O)[C@@H]1N2C(=O)[C@@H](N=CN3CCCCCC3)[C@H]2SC1(C)C. The result is 0 (non-inhibitor). (5) The drug is C(CCc1nnc2c(n1)CCCC2)Cc1nnc2c(n1)CCCC2. The result is 0 (non-inhibitor).